Task: Predict the product of the given reaction.. Dataset: Forward reaction prediction with 1.9M reactions from USPTO patents (1976-2016) (1) The product is: [C:30]([C:27]1[CH:26]=[CH:25][C:24]([C:21]2[CH:20]=[CH:19][C:18]([O:17][CH2:16][CH2:15][CH2:14][O:13][C:10]3[CH:9]=[CH:8][C:7]([CH2:6][C@H:5]([O:32][CH3:33])[C:4]([OH:34])=[O:3])=[CH:12][CH:11]=3)=[CH:23][CH:22]=2)=[CH:29][CH:28]=1)#[N:31]. Given the reactants C([O:3][C:4](=[O:34])[C@@H:5]([O:32][CH3:33])[CH2:6][C:7]1[CH:12]=[CH:11][C:10]([O:13][CH2:14][CH2:15][CH2:16][O:17][C:18]2[CH:23]=[CH:22][C:21]([C:24]3[CH:29]=[CH:28][C:27]([C:30]#[N:31])=[CH:26][CH:25]=3)=[CH:20][CH:19]=2)=[CH:9][CH:8]=1)C.[OH-].[Na+], predict the reaction product. (2) Given the reactants C[O:2][C:3](=[O:24])[C:4]1[CH:9]=[C:8]([C:10]2[S:11][CH:12]=[C:13]([C:15]3[CH:20]=[CH:19][C:18]([Cl:21])=[C:17]([Cl:22])[CH:16]=3)[N:14]=2)[CH:7]=[CH:6][C:5]=1Br.[Cl:25][C:26]1[CH:30]=[CH:29][S:28][C:27]=1B(O)O, predict the reaction product. The product is: [Cl:25][C:26]1[CH:30]=[CH:29][S:28][C:27]=1[C:5]1[CH:6]=[CH:7][C:8]([C:10]2[S:11][CH:12]=[C:13]([C:15]3[CH:20]=[CH:19][C:18]([Cl:21])=[C:17]([Cl:22])[CH:16]=3)[N:14]=2)=[CH:9][C:4]=1[C:3]([OH:2])=[O:24].